Dataset: Full USPTO retrosynthesis dataset with 1.9M reactions from patents (1976-2016). Task: Predict the reactants needed to synthesize the given product. (1) The reactants are: COC1C=C(OC)C=CC=1C[NH:6][C:7]1[N:15]=[C:14]([C:16]#[N:17])[N:13]=[C:12]2[C:8]=1[N:9]([CH2:30][C@H:31]1[CH2:36][CH2:35][C@H:34]([CH3:37])[CH2:33][CH2:32]1)[C:10]([N:18]1[CH2:23][CH2:22][O:21][CH2:20][C@H:19]1[C:24]1[CH:29]=[CH:28][CH:27]=[CH:26][CH:25]=1)=[N:11]2.C(O)(C(F)(F)F)=O. Given the product [NH2:6][C:7]1[N:15]=[C:14]([C:16]#[N:17])[N:13]=[C:12]2[C:8]=1[N:9]([CH2:30][C@H:31]1[CH2:36][CH2:35][C@H:34]([CH3:37])[CH2:33][CH2:32]1)[C:10]([N:18]1[CH2:23][CH2:22][O:21][CH2:20][C@H:19]1[C:24]1[CH:25]=[CH:26][CH:27]=[CH:28][CH:29]=1)=[N:11]2, predict the reactants needed to synthesize it. (2) Given the product [C:8]1([N:7]([C:14]2[CH:15]=[CH:16][C:17]([C:20]3[C:28]4[C:24](=[N:25][N:26]([C:49]5[N:54]=[CH:53][CH:52]=[CH:51][N:50]=5)[N:27]=4)[C:23]([C:29]4[CH:34]=[CH:33][C:32]([N:35]([C:36]5[CH:37]=[CH:38][CH:39]=[CH:40][CH:41]=5)[C:42]5[CH:43]=[CH:44][CH:45]=[CH:46][CH:47]=5)=[CH:31][CH:30]=4)=[CH:22][CH:21]=3)=[CH:18][CH:19]=2)[C:1]2[CH:2]=[CH:3][CH:4]=[CH:5][CH:6]=2)[CH:13]=[CH:12][CH:11]=[CH:10][CH:9]=1, predict the reactants needed to synthesize it. The reactants are: [C:1]1([N:7]([C:14]2[CH:19]=[CH:18][C:17]([C:20]3[C:28]4[C:24](=[N:25][NH:26][N:27]=4)[C:23]([C:29]4[CH:34]=[CH:33][C:32]([N:35]([C:42]5[CH:47]=[CH:46][CH:45]=[CH:44][CH:43]=5)[C:36]5[CH:41]=[CH:40][CH:39]=[CH:38][CH:37]=5)=[CH:31][CH:30]=4)=[CH:22][CH:21]=3)=[CH:16][CH:15]=2)[C:8]2[CH:13]=[CH:12][CH:11]=[CH:10][CH:9]=2)[CH:6]=[CH:5][CH:4]=[CH:3][CH:2]=1.Cl[C:49]1[N:54]=[CH:53][CH:52]=[CH:51][N:50]=1.[H-].[Na+].CN(C)C=O. (3) Given the product [Cl:1][C:2]1[CH:18]=[CH:17][C:5]2[N:6]3[CH:11]=[C:10]([CH2:12][OH:13])[N:9]=[C:7]3[S:8][C:4]=2[CH:3]=1, predict the reactants needed to synthesize it. The reactants are: [Cl:1][C:2]1[CH:18]=[CH:17][C:5]2[N:6]3[CH:11]=[C:10]([C:12](OCC)=[O:13])[N:9]=[C:7]3[S:8][C:4]=2[CH:3]=1.[H-].[H-].[H-].[H-].[Li+].[Al+3]. (4) Given the product [O:15]1[CH2:16][CH:17]=[C:18]([C:2]2[C:11]3[C:6](=[CH:7][CH:8]=[C:9]([C:12]([NH2:14])=[O:13])[CH:10]=3)[CH:5]=[N:4][CH:3]=2)[CH2:19][CH2:20]1, predict the reactants needed to synthesize it. The reactants are: Br[C:2]1[C:11]2[C:6](=[CH:7][CH:8]=[C:9]([C:12]([NH2:14])=[O:13])[CH:10]=2)[CH:5]=[N:4][CH:3]=1.[O:15]1[CH2:20][CH:19]=[C:18](B2OC(C)(C)C(C)(C)O2)[CH2:17][CH2:16]1.C(=O)([O-])[O-].[Cs+].[Cs+]. (5) Given the product [Cl:52][C:41]1[CH:40]=[C:39]([O:38][C:37]2[C:32]3[CH:31]=[C:30]([C:27]4[CH:26]=[CH:25][C:24]([OH:23])=[CH:29][CH:28]=4)[NH:53][C:33]=3[N:34]=[CH:35][N:36]=2)[CH:44]=[CH:43][C:42]=1[NH:45][C:46]([NH:48][CH:49]1[CH2:50][CH2:51]1)=[O:47], predict the reactants needed to synthesize it. The reactants are: FC(F)(F)C(O)=O.C1(SC)C=CC=CC=1.C([O:23][C:24]1[CH:29]=[CH:28][C:27]([C:30]2[NH:53][C:33]3[N:34]=[CH:35][N:36]=[C:37]([O:38][C:39]4[CH:44]=[CH:43][C:42]([NH:45][C:46]([NH:48][CH:49]5[CH2:51][CH2:50]5)=[O:47])=[C:41]([Cl:52])[CH:40]=4)[C:32]=3[CH:31]=2)=[CH:26][CH:25]=1)C1C=CC=CC=1.